This data is from Reaction yield outcomes from USPTO patents with 853,638 reactions. The task is: Predict the reaction yield, written as a fraction of the theoretical maximum amount of product (1.0 means a 100% yield; for example, 0.34 means a 34% yield). (1) The reactants are [CH2:1]1[C:10]2[C:5](=[CH:6][CH:7]=[CH:8][CH:9]=2)[CH2:4][CH2:3][N:2]1[C:11]1[N:12]=[C:13]([C:21]#[N:22])[CH:14]=[C:15]2[CH:19]=[C:18]([CH3:20])[NH:17][C:16]=12.[CH2:23](Br)[C:24]1[CH:29]=[CH:28][CH:27]=[CH:26][CH:25]=1. No catalyst specified. The product is [CH2:23]([N:17]1[C:16]2=[C:11]([N:2]3[CH2:3][CH2:4][C:5]4[C:10](=[CH:9][CH:8]=[CH:7][CH:6]=4)[CH2:1]3)[N:12]=[C:13]([C:21]#[N:22])[CH:14]=[C:15]2[CH:19]=[C:18]1[CH3:20])[C:24]1[CH:29]=[CH:28][CH:27]=[CH:26][CH:25]=1. The yield is 0.870. (2) The yield is 0.570. The reactants are [C:1]([C:3]1[N:4]=[C:5]([C:18]2[C:23]([F:24])=[CH:22][CH:21]=[CH:20][C:19]=2[F:25])[O:6][C:7]=1[NH:8][C:9]1[CH:17]=[CH:16][C:12]([C:13]([OH:15])=[O:14])=[CH:11][CH:10]=1)#[N:2].S(=O)(=O)(O)[OH:27]. The product is [C:1]([C:3]1[N:4]=[C:5]([C:18]2[C:19]([F:25])=[CH:20][CH:21]=[CH:22][C:23]=2[F:24])[O:6][C:7]=1[NH:8][C:9]1[CH:10]=[CH:11][C:12]([C:13]([OH:15])=[O:14])=[CH:16][CH:17]=1)(=[O:27])[NH2:2]. No catalyst specified.